Dataset: Catalyst prediction with 721,799 reactions and 888 catalyst types from USPTO. Task: Predict which catalyst facilitates the given reaction. (1) Reactant: Br[C:2]1[CH:7]=[CH:6][C:5]([O:8][C:9]2[CH:14]=[CH:13][CH:12]=[CH:11][CH:10]=2)=[CH:4][C:3]=1[F:15].[Li]CCCC.CC([O:24][B:25](OC(C)C)[O:26]C(C)C)C. Product: [F:15][C:3]1[CH:4]=[C:5]([O:8][C:9]2[CH:14]=[CH:13][CH:12]=[CH:11][CH:10]=2)[CH:6]=[CH:7][C:2]=1[B:25]([OH:26])[OH:24]. The catalyst class is: 7. (2) Reactant: [CH2:1]([OH:23])[C@H:2]1[O:7][C@@H:6]([O:8][C@H:9]2[C@H:14]([OH:15])[C@@H:13]([OH:16])[C@@H:12](O)[O:11][C@@H:10]2[CH2:18][OH:19])[C@H:5]([OH:20])[C@@H:4]([OH:21])[C@H:3]1[OH:22].O.[C:25]([NH:35][NH2:36])(=[O:34])[CH2:26][CH2:27][CH2:28][CH2:29][C:30]([NH:32][NH2:33])=[O:31].C(#N)C. Product: [OH:16][CH:13]1[CH:14]([OH:15])[CH:9]([O:8][CH:6]2[CH:5]([OH:20])[CH:4]([OH:21])[CH:3]([OH:22])[CH:2]([CH2:1][OH:23])[O:7]2)[CH:10]([CH2:18][OH:19])[O:11][CH:12]1[NH:36][NH:35][C:25]([CH2:26][CH2:27][CH2:28][CH2:29][C:30]([NH:32][NH2:33])=[O:31])=[O:34]. The catalyst class is: 6.